From a dataset of Forward reaction prediction with 1.9M reactions from USPTO patents (1976-2016). Predict the product of the given reaction. (1) Given the reactants [F:1][C:2]1([F:10])[CH2:7][CH2:6][CH:5]([CH2:8][OH:9])[CH2:4][CH2:3]1.[CH3:11][S:12](Cl)(=[O:14])=[O:13].Cl, predict the reaction product. The product is: [CH3:11][S:12]([O:9][CH2:8][CH:5]1[CH2:6][CH2:7][C:2]([F:10])([F:1])[CH2:3][CH2:4]1)(=[O:14])=[O:13]. (2) The product is: [Br:41][CH2:36][CH2:35][N:30]1[CH:29]=[C:28]2[C:32]([CH2:33][CH2:34][C:26]3[C:25]4=[C:20]([NH:19][C:7]5[CH:8]=[CH:9][C:10]([O:11][CH2:12][C:13]6[CH:18]=[CH:17][CH:16]=[CH:15][N:14]=6)=[C:5]([Cl:4])[CH:6]=5)[N:21]=[CH:22][N:23]=[C:24]4[S:38][C:27]=32)=[N:31]1. Given the reactants C(Cl)Cl.[Cl:4][C:5]1[CH:6]=[C:7]([NH:19][C:20]2[C:25]3[C:26]4[CH2:34][CH2:33][C:32]5[C:28](=[CH:29][N:30]([CH2:35][CH2:36]O)[N:31]=5)[C:27]=4[S:38][C:24]=3[N:23]=[CH:22][N:21]=2)[CH:8]=[CH:9][C:10]=1[O:11][CH2:12][C:13]1[CH:18]=[CH:17][CH:16]=[CH:15][N:14]=1.S(Br)([Br:41])=O, predict the reaction product. (3) Given the reactants [O:1]1[C:7]2[CH:8]=[CH:9][CH:10]=[CH:11][C:6]=2[C:5](=O)[CH2:4][CH2:3][CH2:2]1.Cl.[NH2:14][OH:15], predict the reaction product. The product is: [O:1]1[C:7]2[CH:8]=[CH:9][CH:10]=[CH:11][C:6]=2[C:5](=[N:14][OH:15])[CH2:4][CH2:3][CH2:2]1. (4) Given the reactants Br[C:2]1[CH:14]=[CH:13][C:5]2[NH:6][C:7](=[O:12])[O:8][C:9]([CH3:11])([CH3:10])[C:4]=2[CH:3]=1.[Cl:15][C:16]1[CH:17]=[C:18](B(O)O)[CH:19]=[C:20]([Cl:22])[CH:21]=1, predict the reaction product. The product is: [Cl:15][C:16]1[CH:17]=[C:18]([C:2]2[CH:14]=[CH:13][C:5]3[NH:6][C:7](=[O:12])[O:8][C:9]([CH3:11])([CH3:10])[C:4]=3[CH:3]=2)[CH:19]=[C:20]([Cl:22])[CH:21]=1. (5) Given the reactants C1[CH2:5][O:4]CC1.[PH:6](=[O:12])([O-])[O:7][CH:8](C)C.[Li][CH2:14]CCC.CO[C:20](=[O:38])[C:21]1[CH:26]=[CH:25][CH:24]=[C:23]([C:27]([O:36][CH3:37])([O:34][CH3:35])[C:28]2[CH:33]=[CH:32][CH:31]=[CH:30][CH:29]=2)[CH:22]=1, predict the reaction product. The product is: [CH3:8][O:7][P:6]([CH2:14][C:20]([C:21]1[CH:26]=[CH:25][CH:24]=[C:23]([C:27]([O:36][CH3:37])([O:34][CH3:35])[C:28]2[CH:29]=[CH:30][CH:31]=[CH:32][CH:33]=2)[CH:22]=1)=[O:38])(=[O:12])[O:4][CH3:5]. (6) Given the reactants [CH:1]([C:4]1[CH:9]=[CH:8][C:7]([N:10]([C:12]2[CH:17]=[CH:16][C:15]([O:18][CH3:19])=[CH:14][CH:13]=2)[CH3:11])=[CH:6][C:5]=1[NH2:20])([CH3:3])[CH3:2].C([O-])([O-])=O.[K+].[K+].[Na+].[I-].Cl[CH2:30][CH2:31][O:32][CH2:33][CH2:34]Cl, predict the reaction product. The product is: [CH:1]([C:4]1[CH:9]=[CH:8][C:7]([N:10]([C:12]2[CH:17]=[CH:16][C:15]([O:18][CH3:19])=[CH:14][CH:13]=2)[CH3:11])=[CH:6][C:5]=1[N:20]1[CH2:34][CH2:33][O:32][CH2:31][CH2:30]1)([CH3:3])[CH3:2].